Task: Predict the reaction yield, written as a fraction of the theoretical maximum amount of product (1.0 means a 100% yield; for example, 0.34 means a 34% yield).. Dataset: Reaction yield outcomes from USPTO patents with 853,638 reactions (1) The reactants are [Si]([C:5]1[S:6][CH:7]=[CH:8][N:9]=1)(C)(C)C.C([Li])CCC.[CH2:15]1[O:25][C:18]2([CH2:23][CH2:22][C:21](=[O:24])[CH2:20][CH2:19]2)[O:17][CH2:16]1.O. The catalyst is C1COCC1.CCOC(C)=O. The product is [S:6]1[C:7]([C:21]2([OH:24])[CH2:22][CH2:23][C:18]3([O:25][CH2:15][CH2:16][O:17]3)[CH2:19][CH2:20]2)=[CH:8][N:9]=[CH:5]1. The yield is 0.900. (2) The reactants are ClC1C=C(C(OO)=[O:9])C=CC=1.[OH:12][CH2:13][CH:14]1[CH2:20][O:19][CH2:18][CH2:17][N:16]([C:21]([O:23][C:24]([CH3:27])([CH3:26])[CH3:25])=[O:22])[CH2:15]1.CC[CH2:30][CH2:31][CH2:32][CH3:33]. The catalyst is C(Cl)Cl. The product is [CH:32]1([CH2:33][O:12][CH2:13][C:14]2([OH:9])[CH2:20][O:19][CH2:18][CH2:17][N:16]([C:21]([O:23][C:24]([CH3:27])([CH3:26])[CH3:25])=[O:22])[CH2:15]2)[CH2:30][CH2:31]1. The yield is 0.960.